This data is from Catalyst prediction with 721,799 reactions and 888 catalyst types from USPTO. The task is: Predict which catalyst facilitates the given reaction. (1) Reactant: [Cl:1][C:2]1[CH:43]=[CH:42][C:5]2[NH:6][C:7]([CH:9]([NH:11][C:12]3[C:21]4[C:16](=[CH:17][C:18]([C:23]([N:25]5[CH2:29][CH2:28][CH2:27][C@@H:26]5[CH2:30][NH:31]C(OCC5C=CC=CC=5)=O)=[O:24])=[C:19]([CH3:22])[CH:20]=4)[N:15]=[CH:14][CH:13]=3)[CH3:10])=[N:8][C:4]=2[CH:3]=1.C[Si](I)(C)C.Cl. Product: [Cl:1][C:2]1[CH:43]=[CH:42][C:5]2[NH:6][C:7]([CH:9]([NH:11][C:12]3[C:21]4[C:16](=[CH:17][C:18]([C:23]([N:25]5[CH2:29][CH2:28][CH2:27][C@@H:26]5[CH2:30][NH2:31])=[O:24])=[C:19]([CH3:22])[CH:20]=4)[N:15]=[CH:14][CH:13]=3)[CH3:10])=[N:8][C:4]=2[CH:3]=1. The catalyst class is: 4. (2) Reactant: C(OC([NH:11][C@H:12]1[CH2:17][CH2:16][N:15]([C:18]2[CH:19]=[C:20]([C:25]([O:27][CH3:28])=[O:26])[C:21]([CH3:24])=[N:22][CH:23]=2)[CH2:14][C@H:13]1[O:29][CH3:30])=O)C1C=CC=CC=1. Product: [NH2:11][C@H:12]1[CH2:17][CH2:16][N:15]([C:18]2[CH:19]=[C:20]([C:25]([O:27][CH3:28])=[O:26])[C:21]([CH3:24])=[N:22][CH:23]=2)[CH2:14][C@H:13]1[O:29][CH3:30]. The catalyst class is: 719. (3) Reactant: C(N(CC)CC)C.Cl[C:9](Cl)([O:11]C(=O)OC(Cl)(Cl)Cl)Cl.[CH3:20][C:21]1[CH:26]=[CH:25][CH:24]=[C:23]([CH3:27])[C:22]=1[O:28][C:29]1[N:34]=[CH:33][C:32]([NH:35][C:36](=[O:40])[C@@H:37]([CH3:39])[NH2:38])=[CH:31][CH:30]=1. The catalyst class is: 112. Product: [CH3:27][C:23]1[CH:24]=[CH:25][CH:26]=[C:21]([CH3:20])[C:22]=1[O:28][C:29]1[N:34]=[CH:33][C:32]([N:35]2[C:36](=[O:40])[C@@H:37]([CH3:39])[NH:38][C:9]2=[O:11])=[CH:31][CH:30]=1. (4) Reactant: [I:1][C:2]1[CH:7]=[CH:6][N:5]=[C:4]([O:8][CH3:9])[C:3]=1[C:10]1[NH:11][C:12]([C:16]([O:18]C(C)(C)C)=[O:17])=[C:13]([CH3:15])[N:14]=1.FC(F)(F)C(O)=O. Product: [I:1][C:2]1[CH:7]=[CH:6][N:5]=[C:4]([O:8][CH3:9])[C:3]=1[C:10]1[NH:11][C:12]([C:16]([OH:18])=[O:17])=[C:13]([CH3:15])[N:14]=1. The catalyst class is: 4. (5) Reactant: [F:1][C:2]([F:15])([F:14])[S:3]([O:6]S(C(F)(F)F)(=O)=O)(=[O:5])=[O:4].[CH2:16]([O:23][C:24]1[CH:39]=[C:38](O)[CH:37]=[CH:36][C:25]=1[C:26]([O:28][CH2:29][C:30]1[CH:35]=[CH:34][CH:33]=[CH:32][CH:31]=1)=[O:27])[C:17]1[CH:22]=[CH:21][CH:20]=[CH:19][CH:18]=1.N1C=CC=CC=1.Cl. Product: [CH2:16]([O:23][C:24]1[CH:39]=[C:38]([O:6][S:3]([C:2]([F:15])([F:14])[F:1])(=[O:5])=[O:4])[CH:37]=[CH:36][C:25]=1[C:26]([O:28][CH2:29][C:30]1[CH:31]=[CH:32][CH:33]=[CH:34][CH:35]=1)=[O:27])[C:17]1[CH:18]=[CH:19][CH:20]=[CH:21][CH:22]=1. The catalyst class is: 124. (6) Reactant: Cl[C:2]1[N:6]([CH2:7][O:8][CH2:9][CH2:10][O:11][CH3:12])[C:5]2[CH:13]=[C:14]([Cl:25])[C:15]([S:17][C:18]3[CH:19]=[C:20]([CH3:24])[CH:21]=[CH:22][CH:23]=3)=[CH:16][C:4]=2[N:3]=1.CN(C=O)C.C(=O)([O-])[O-].[Cs+].[Cs+].[CH2:37]([O:39][C:40]([C:42]1[CH:43]=[N:44][NH:45][CH:46]=1)=[O:41])[CH3:38]. Product: [CH2:37]([O:39][C:40]([C:42]1[CH:43]=[N:44][N:45]([C:2]2[N:6]([CH2:7][O:8][CH2:9][CH2:10][O:11][CH3:12])[C:5]3[CH:13]=[C:14]([Cl:25])[C:15]([S:17][C:18]4[CH:19]=[C:20]([CH3:24])[CH:21]=[CH:22][CH:23]=4)=[CH:16][C:4]=3[N:3]=2)[CH:46]=1)=[O:41])[CH3:38]. The catalyst class is: 170. (7) Reactant: [Cl:1][C:2]1[CH:3]=[C:4]2[C:9](=[CH:10][CH:11]=1)[NH:8][C:7](=[O:12])[C:6]([C@@H:13]([NH:15][C:16]1[N:21]=[C:20]([O:22][CH3:23])[C:19]([C:24]#[N:25])=[CH:18][N:17]=1)[CH3:14])=[CH:5]2.[H-].[Na+].[CH3:28]I.[Cl-].[NH4+]. Product: [Cl:1][C:2]1[CH:3]=[C:4]2[C:9](=[CH:10][CH:11]=1)[N:8]([CH3:28])[C:7](=[O:12])[C:6]([C@@H:13]([NH:15][C:16]1[N:21]=[C:20]([O:22][CH3:23])[C:19]([C:24]#[N:25])=[CH:18][N:17]=1)[CH3:14])=[CH:5]2. The catalyst class is: 1.